This data is from Forward reaction prediction with 1.9M reactions from USPTO patents (1976-2016). The task is: Predict the product of the given reaction. (1) Given the reactants B(F)(F)F.[O:5](CC)CC.OO.[O-][Si]([O-])=O.[Mg+2].[F:17][C:18]1[C:26]([O:27][C:28]2[C:33]3=[C:34]([CH3:41])[C:35](C(O)(C)C)=[CH:36][N:32]3[N:31]=[CH:30][N:29]=2)=[CH:25][CH:24]=[C:23]2[C:19]=1[CH:20]=[C:21]([CH3:42])[NH:22]2, predict the reaction product. The product is: [F:17][C:18]1[C:26]([O:27][C:28]2[C:33]3=[C:34]([CH3:41])[C:35]([OH:5])=[CH:36][N:32]3[N:31]=[CH:30][N:29]=2)=[CH:25][CH:24]=[C:23]2[C:19]=1[CH:20]=[C:21]([CH3:42])[NH:22]2. (2) Given the reactants [OH-].[Na+].C[O:4][C:5](=[O:23])[C:6]1[CH:11]=[C:10]([C:12](=[O:14])[CH3:13])[CH:9]=[CH:8][C:7]=1[O:15][CH2:16][C:17]1[CH:22]=[CH:21][CH:20]=[CH:19][CH:18]=1.Cl, predict the reaction product. The product is: [C:12]([C:10]1[CH:9]=[CH:8][C:7]([O:15][CH2:16][C:17]2[CH:22]=[CH:21][CH:20]=[CH:19][CH:18]=2)=[C:6]([CH:11]=1)[C:5]([OH:23])=[O:4])(=[O:14])[CH3:13].